Predict the reactants needed to synthesize the given product. From a dataset of Full USPTO retrosynthesis dataset with 1.9M reactions from patents (1976-2016). (1) Given the product [CH3:22][N:23]1[C:27]([CH3:28])=[CH:26][C:25]([CH3:29])=[N:24]1.[CH2:1]1[O:9][C:8]2[C:3](=[C:4]([S:10]([NH2:13])(=[O:11])=[O:12])[CH:5]=[CH:6][CH:7]=2)[O:2]1, predict the reactants needed to synthesize it. The reactants are: [CH2:1]1[O:9][C:8]2[C:3](=[C:4]([S:10]([NH2:13])(=[O:12])=[O:11])[CH:5]=[CH:6][CH:7]=2)[O:2]1.C(=O)([O-])[O-].[Cs+].[Cs+].Cl.Cl[CH2:22][N:23]1[C:27]([CH3:28])=[CH:26][C:25]([CH3:29])=[N:24]1.C(OCC)(=O)C.CCCCCC. (2) The reactants are: [Cl:1][C:2]1[CH:7]=[CH:6][C:5]([N:8]2[CH2:13][CH2:12][N:11]([S:14]([CH3:17])(=[O:16])=[O:15])[CH2:10][CH2:9]2)=[CH:4][CH:3]=1.[Li+].C[Si]([N-][Si](C)(C)C)(C)C.[Cl:28][C:29]1[CH:30]=[C:31]([CH2:35][CH2:36][C:37](OCC)=[O:38])[CH:32]=[N:33][CH:34]=1.C(OCC)(=O)C. Given the product [Cl:1][C:2]1[CH:3]=[CH:4][C:5]([N:8]2[CH2:13][CH2:12][N:11]([S:14]([CH2:17][C:37](=[O:38])[CH2:36][CH2:35][C:31]3[CH:32]=[N:33][CH:34]=[C:29]([Cl:28])[CH:30]=3)(=[O:15])=[O:16])[CH2:10][CH2:9]2)=[CH:6][CH:7]=1, predict the reactants needed to synthesize it. (3) Given the product [CH2:25]([NH:32][C@@H:2]1[C@H:6]([OH:7])[C@@H:5]([CH3:8])[O:4][C@H:3]1[N:9]1[CH:17]=[N:16][C:15]2[C:10]1=[N:11][C:12]([O:19][CH:20]1[CH2:24][CH2:23][CH2:22][CH2:21]1)=[N:13][C:14]=2[NH2:18])[C:26]1[CH:31]=[CH:30][CH:29]=[CH:28][CH:27]=1, predict the reactants needed to synthesize it. The reactants are: Br[C@H:2]1[C@H:6]([OH:7])[C@@H:5]([CH3:8])[O:4][C@H:3]1[N:9]1[CH:17]=[N:16][C:15]2[C:10]1=[N:11][C:12]([O:19][CH:20]1[CH2:24][CH2:23][CH2:22][CH2:21]1)=[N:13][C:14]=2[NH2:18].[CH2:25]([N:32]=C=O)[C:26]1[CH:31]=[CH:30][CH:29]=[CH:28][CH:27]=1.C(N(CC)CC)C.[H-].[Na+].